From a dataset of Merck oncology drug combination screen with 23,052 pairs across 39 cell lines. Regression. Given two drug SMILES strings and cell line genomic features, predict the synergy score measuring deviation from expected non-interaction effect. Drug 1: NC1(c2ccc(-c3nc4ccn5c(=O)[nH]nc5c4cc3-c3ccccc3)cc2)CCC1. Drug 2: CC(C)CC(NC(=O)C(Cc1ccccc1)NC(=O)c1cnccn1)B(O)O. Cell line: HT144. Synergy scores: synergy=-7.72.